This data is from Reaction yield outcomes from USPTO patents with 853,638 reactions. The task is: Predict the reaction yield, written as a fraction of the theoretical maximum amount of product (1.0 means a 100% yield; for example, 0.34 means a 34% yield). (1) The reactants are [CH2:1]([O:3][C:4](=[O:27])[C@@H:5]([CH2:12][C:13]1[CH:18]=[C:17]([Br:19])[C:16]([NH2:20])=[C:15]([CH3:21])[C:14]=1[CH2:22][O:23]C(=O)C)[CH2:6][C:7]([O:9][CH2:10]C)=[O:8])C.COC(=O)[C@@H](CC1C(CO)=C2C(=CC=1)N[N:42]=C2)CC(OC)=O. No catalyst specified. The product is [Br:19][C:17]1[CH:18]=[C:13]([CH2:12][C@@H:5]([CH2:6][C:7]([O:9][CH3:10])=[O:8])[C:4]([O:3][CH3:1])=[O:27])[C:14]([CH2:22][OH:23])=[C:15]2[C:16]=1[NH:20][N:42]=[CH:21]2. The yield is 0.960. (2) The reactants are I[C:2]1[C:3]([NH2:12])=[N:4][CH:5]=[C:6]([C:8]([F:11])([F:10])[F:9])[CH:7]=1.[CH3:13][Si:14]([C:17]#[CH:18])([CH3:16])[CH3:15]. The catalyst is C(N(CC)CC)C.O1CCCC1.[Cu]I.C1(P([Pd-](Cl)P(C2C=CC=CC=2)(C2C=CC=CC=2)C2C=CC=CC=2)(C2C=CC=CC=2)C2C=CC=CC=2)C=CC=CC=1. The product is [F:9][C:8]([F:11])([F:10])[C:6]1[CH:7]=[C:2]([C:18]#[C:17][Si:14]([CH3:16])([CH3:15])[CH3:13])[C:3]([NH2:12])=[N:4][CH:5]=1. The yield is 0.920. (3) The reactants are [CH2:1]([O:3][C:4]([C:6]1[C:15]2[CH:14]([N:16]([CH:18]3[CH2:20][CH2:19]3)[CH3:17])[CH2:13][CH2:12][C:11]([CH3:22])([CH3:21])[C:10]=2[CH:9]=[C:8]([C:23]#[C:24][C:25]2[CH:30]=[CH:29][C:28]([CH2:31][C:32]([O:34]C)=[O:33])=[CH:27][CH:26]=2)[CH:7]=1)=[O:5])[CH3:2].[OH-].[Li+]. The catalyst is C(O)C.O1CCCC1.O. The product is [CH2:1]([O:3][C:4]([C:6]1[C:15]2[CH:14]([N:16]([CH:18]3[CH2:19][CH2:20]3)[CH3:17])[CH2:13][CH2:12][C:11]([CH3:22])([CH3:21])[C:10]=2[CH:9]=[C:8]([C:23]#[C:24][C:25]2[CH:26]=[CH:27][C:28]([CH2:31][C:32]([OH:34])=[O:33])=[CH:29][CH:30]=2)[CH:7]=1)=[O:5])[CH3:2]. The yield is 0.940. (4) The reactants are [C:1]1([C:7]2[NH:8][C:9](=[O:18])[N:10]([CH:12]3[CH2:17][CH2:16][NH:15][CH2:14][CH2:13]3)[CH:11]=2)[CH:6]=[CH:5][CH:4]=[CH:3][CH:2]=1.[Cl:19][C:20]1[C:28]2[NH:27][N:26]=[CH:25][C:24]=2[C:23]2[CH2:29][N:30]([CH2:55][C:56]([CH3:59])([CH3:58])[CH3:57])[C:31](=[O:54])[C@H:32]([CH2:34][C:35](=[O:53])N3CCC(N4CC5C(=CC=CC=5)NC4=O)CC3)[CH2:33][C:22]=2[CH:21]=1. No catalyst specified. The product is [Cl:19][C:20]1[C:28]2[NH:27][N:26]=[CH:25][C:24]=2[C:23]2[CH2:29][N:30]([CH2:55][C:56]([CH3:59])([CH3:58])[CH3:57])[C:31](=[O:54])[C@H:32]([CH2:34][C:35](=[O:53])[N:15]3[CH2:14][CH2:13][CH:12]([N:10]4[CH:11]=[C:7]([C:1]5[CH:2]=[CH:3][CH:4]=[CH:5][CH:6]=5)[NH:8][C:9]4=[O:18])[CH2:17][CH2:16]3)[CH2:33][C:22]=2[CH:21]=1. The yield is 0.460.